From a dataset of Full USPTO retrosynthesis dataset with 1.9M reactions from patents (1976-2016). Predict the reactants needed to synthesize the given product. (1) Given the product [Cl:27][C:28]1[CH:33]=[CH:32][CH:31]=[C:30]([Cl:34])[C:29]=1[N:35]1[C:12]([C:9]2[S:8][C:7]([NH:6][CH2:5][C:4]3[CH:20]=[CH:21][C:22]([O:24][CH3:25])=[CH:23][C:3]=3[O:2][CH3:1])=[N:11][CH:10]=2)=[CH:13][C:14]([CH:15]([F:17])[F:16])=[N:36]1, predict the reactants needed to synthesize it. The reactants are: [CH3:1][O:2][C:3]1[CH:23]=[C:22]([O:24][CH3:25])[CH:21]=[CH:20][C:4]=1[CH2:5][NH:6][C:7]1[S:8][C:9]([C:12](=O)[CH2:13][C:14](=O)[CH:15]([F:17])[F:16])=[CH:10][N:11]=1.Cl.[Cl:27][C:28]1[CH:33]=[CH:32][CH:31]=[C:30]([Cl:34])[C:29]=1[NH:35][NH2:36].O.C([O-])(O)=O.[Na+]. (2) The reactants are: [NH2:1][CH:2]([CH2:10][C:11]1[CH:16]=[CH:15][C:14]([O:17][C:18]([F:21])([F:20])[F:19])=[CH:13][CH:12]=1)[C:3]([O:5][C:6]([CH3:9])([CH3:8])[CH3:7])=[O:4].[CH2:22]([O:26][C:27]1[CH:35]=[CH:34][C:30]([C:31](O)=[O:32])=[CH:29][CH:28]=1)/[CH:23]=[CH:24]/[CH3:25]. Given the product [CH2:22]([O:26][C:27]1[CH:28]=[CH:29][C:30]([C:31]([NH:1][CH:2]([CH2:10][C:11]2[CH:12]=[CH:13][C:14]([O:17][C:18]([F:19])([F:20])[F:21])=[CH:15][CH:16]=2)[C:3]([O:5][C:6]([CH3:7])([CH3:8])[CH3:9])=[O:4])=[O:32])=[CH:34][CH:35]=1)/[CH:23]=[CH:24]/[CH3:25], predict the reactants needed to synthesize it. (3) Given the product [Cl:39][C:22]1[C:23]([CH2:25][O:26][C:27]2[CH:32]=[CH:31][C:30]([O:33][C:34]([F:35])([F:36])[F:37])=[C:29]([Cl:38])[CH:28]=2)=[CH:24][C:19]2[O:18][N:17]=[C:16]([NH2:8])[C:20]=2[CH:21]=1, predict the reactants needed to synthesize it. The reactants are: C(OC([N:8]([C:16]1[C:20]2[CH:21]=[C:22]([Cl:39])[C:23]([CH2:25][O:26][C:27]3[CH:32]=[CH:31][C:30]([O:33][C:34]([F:37])([F:36])[F:35])=[C:29]([Cl:38])[CH:28]=3)=[CH:24][C:19]=2[O:18][N:17]=1)C(=O)OC(C)(C)C)=O)(C)(C)C.FC(F)(F)C(O)=O.